Dataset: Catalyst prediction with 721,799 reactions and 888 catalyst types from USPTO. Task: Predict which catalyst facilitates the given reaction. (1) Reactant: [NH2:1][C:2]1[S:6][N:5]=[C:4]([CH3:7])[C:3]=1[C:8]([C:10]1[CH:15]=[CH:14][C:13]([Cl:16])=[CH:12][CH:11]=1)=O.Cl.[NH2:18][C:19]1([C:22](OCC)=[O:23])[CH2:21][CH2:20]1. Product: [Cl:16][C:13]1[CH:14]=[CH:15][C:10]([C:8]2[C:3]3[C:4]([CH3:7])=[N:5][S:6][C:2]=3[NH:1][C:22](=[O:23])[C:19]3([CH2:21][CH2:20]3)[N:18]=2)=[CH:11][CH:12]=1. The catalyst class is: 17. (2) Reactant: [OH:1][C@@H:2]1[CH2:22][C:21]2[C@:16]([CH3:24])([CH:17]=[CH:18][C:19](=[O:23])[CH:20]=2)[C@@H:15]2[C@@H:3]1[C@H:4]1[C@:12]([CH3:25])([CH2:13][CH2:14]2)[C@@H:7]([C@H:8]([CH3:11])[CH2:9][OH:10])[CH2:6][CH2:5]1.N1C=CN=C1.[C:31]([Si:35]([CH3:38])([CH3:37])Cl)([CH3:34])([CH3:33])[CH3:32].O. Product: [Si:35]([O:10][CH2:9][C@@H:8]([CH3:11])[C@@H:7]1[C@:12]2([CH3:25])[C@H:4]([C@H:3]3[C@H:15]([CH2:14][CH2:13]2)[C@:16]2([CH3:24])[C:21](=[CH:20][C:19](=[O:23])[CH:18]=[CH:17]2)[CH2:22][C@H:2]3[OH:1])[CH2:5][CH2:6]1)([C:31]([CH3:34])([CH3:33])[CH3:32])([CH3:38])[CH3:37]. The catalyst class is: 7. (3) Reactant: [CH3:1][O:2][C:3]1[CH:8]=[CH:7][N:6]=[C:5]2[NH:9][CH:10]=[C:11]([CH:12]([C:18]3[CH:23]=[CH:22][CH:21]=[CH:20][CH:19]=3)[CH2:13][C:14]([NH:16][CH3:17])=O)[C:4]=12.[H-].[H-].[H-].[H-].[Li+].[Al+3]. Product: [CH3:1][O:2][C:3]1[CH:8]=[CH:7][N:6]=[C:5]2[NH:9][CH:10]=[C:11]([CH:12]([C:18]3[CH:23]=[CH:22][CH:21]=[CH:20][CH:19]=3)[CH2:13][CH2:14][NH:16][CH3:17])[C:4]=12. The catalyst class is: 1. (4) Product: [CH3:18][O:19][C:20]1[C:21]([O:40][CH3:41])=[CH:22][C:23]2[S:27][C:26](/[CH:28]=[CH:29]/[CH:30]=[CH:31]/[C:32]3[CH:33]=[CH:34][C:35]([NH:38][C:8](=[O:10])[CH3:9])=[N:36][CH:37]=3)=[N:25][C:24]=2[CH:39]=1. The catalyst class is: 6. Reactant: C(N(CC)CC)C.[C:8](OC(=O)C)(=[O:10])[CH3:9].ClCCl.[CH3:18][O:19][C:20]1[C:21]([O:40][CH3:41])=[CH:22][C:23]2[S:27][C:26](/[CH:28]=[CH:29]/[CH:30]=[CH:31]/[C:32]3[CH:33]=[CH:34][C:35]([NH2:38])=[N:36][CH:37]=3)=[N:25][C:24]=2[CH:39]=1. (5) Reactant: C(OC([N:8]1[CH2:23][CH2:22][C:11]2[N:12]=[C:13]([C:16]3[CH:21]=[CH:20][CH:19]=[CH:18][CH:17]=3)[N:14]=[CH:15][C:10]=2[CH2:9]1)=O)(C)(C)C.[ClH:24]. Product: [ClH:24].[C:16]1([C:13]2[N:14]=[CH:15][C:10]3[CH2:9][NH:8][CH2:23][CH2:22][C:11]=3[N:12]=2)[CH:17]=[CH:18][CH:19]=[CH:20][CH:21]=1. The catalyst class is: 13.